This data is from Reaction yield outcomes from USPTO patents with 853,638 reactions. The task is: Predict the reaction yield, written as a fraction of the theoretical maximum amount of product (1.0 means a 100% yield; for example, 0.34 means a 34% yield). The reactants are CO[C:3](=[O:25])[C:4]1[CH:9]=[CH:8][C:7]([O:10][CH2:11][C:12]2[C:13]([C:18]3[CH:23]=[CH:22][C:21]([CH3:24])=[CH:20][CH:19]=3)=[N:14][O:15][C:16]=2[CH3:17])=[N:6][CH:5]=1.COC(=O)C1C=CC(OC[C:37]2[C:38]([C:43]3[CH:44]=C(C)C=CC=3)=[N:39][O:40][C:41]=2C)=NC=1. No catalyst specified. The product is [CH3:17][C:16]1[O:15][N:14]=[C:13]([C:18]2[CH:23]=[CH:22][C:21]([CH3:24])=[CH:20][CH:19]=2)[C:12]=1[CH2:11][O:10][C:7]1[CH:8]=[CH:9][C:4]([C:3]([NH:39][CH:38]2[CH2:43][CH2:44][O:40][CH2:41][CH2:37]2)=[O:25])=[CH:5][N:6]=1. The yield is 0.840.